Dataset: NCI-60 drug combinations with 297,098 pairs across 59 cell lines. Task: Regression. Given two drug SMILES strings and cell line genomic features, predict the synergy score measuring deviation from expected non-interaction effect. Drug 1: CC12CCC3C(C1CCC2O)C(CC4=C3C=CC(=C4)O)CCCCCCCCCS(=O)CCCC(C(F)(F)F)(F)F. Drug 2: CC1C(C(CC(O1)OC2CC(CC3=C2C(=C4C(=C3O)C(=O)C5=CC=CC=C5C4=O)O)(C(=O)C)O)N)O. Cell line: NCI-H226. Synergy scores: CSS=59.2, Synergy_ZIP=2.82, Synergy_Bliss=1.75, Synergy_Loewe=-9.10, Synergy_HSA=4.23.